From a dataset of Reaction yield outcomes from USPTO patents with 853,638 reactions. Predict the reaction yield, written as a fraction of the theoretical maximum amount of product (1.0 means a 100% yield; for example, 0.34 means a 34% yield). The reactants are [Cl:1][C:2]1[C:26]2[O:25][C:9]3[C:10](=[O:24])[N:11]([C@@H:13]([CH2:17][CH:18]4[CH2:23][CH2:22][CH2:21][CH2:20][CH2:19]4)[C:14](O)=[O:15])[CH2:12][C:8]=3[CH2:7][C:6]=2[CH:5]=[CH:4][CH:3]=1.[NH2:27][C:28]1[CH:33]=[CH:32][CH:31]=[CH:30][N:29]=1.ON1C2C=CC=CC=2N=N1. The catalyst is C(Cl)Cl.O. The product is [Cl:1][C:2]1[C:26]2[O:25][C:9]3[C:10](=[O:24])[N:11]([C@@H:13]([CH2:17][CH:18]4[CH2:23][CH2:22][CH2:21][CH2:20][CH2:19]4)[C:14]([NH:27][C:28]4[CH:33]=[CH:32][CH:31]=[CH:30][N:29]=4)=[O:15])[CH2:12][C:8]=3[CH2:7][C:6]=2[CH:5]=[CH:4][CH:3]=1. The yield is 0.300.